Dataset: Peptide-MHC class I binding affinity with 185,985 pairs from IEDB/IMGT. Task: Regression. Given a peptide amino acid sequence and an MHC pseudo amino acid sequence, predict their binding affinity value. This is MHC class I binding data. The peptide sequence is LFQPLHTVM. The MHC is HLA-B44:02 with pseudo-sequence HLA-B44:02. The binding affinity (normalized) is 0.213.